This data is from Retrosynthesis with 50K atom-mapped reactions and 10 reaction types from USPTO. The task is: Predict the reactants needed to synthesize the given product. Given the product Cc1nn(-c2ccccn2)c2ncc(C(=O)NCc3ccccc3)c(O)c12, predict the reactants needed to synthesize it. The reactants are: CCOC(=O)c1cnc2c(c(C)nn2-c2ccccn2)c1O.NCc1ccccc1.